This data is from Peptide-MHC class II binding affinity with 134,281 pairs from IEDB. The task is: Regression. Given a peptide amino acid sequence and an MHC pseudo amino acid sequence, predict their binding affinity value. This is MHC class II binding data. (1) The peptide sequence is KLIGGIGGFIKVRQYDQILI. The MHC is DRB1_0802 with pseudo-sequence DRB1_0802. The binding affinity (normalized) is 0.478. (2) The peptide sequence is VKLEGRVIDLGCGRG. The MHC is HLA-DQA10201-DQB10301 with pseudo-sequence HLA-DQA10201-DQB10301. The binding affinity (normalized) is 0.457. (3) The peptide sequence is FTVFEAAFNNAIKAG. The MHC is HLA-DQA10102-DQB10502 with pseudo-sequence HLA-DQA10102-DQB10502. The binding affinity (normalized) is 0.183.